Dataset: Full USPTO retrosynthesis dataset with 1.9M reactions from patents (1976-2016). Task: Predict the reactants needed to synthesize the given product. (1) Given the product [CH3:12][CH:6]1[NH:5][C:3](=[O:4])[CH2:2][NH:13][C:7]1=[O:8], predict the reactants needed to synthesize it. The reactants are: Cl[CH2:2][C:3]([NH:5][CH:6]([CH3:12])[C:7](OCC)=[O:8])=[O:4].[NH3:13]. (2) Given the product [CH3:1][CH:2]([CH3:31])[C:3]([NH:5][C:6]1[CH:11]=[CH:10][CH:9]=[C:8]([CH:12]2[CH2:17][CH2:16][N:15]([CH2:18][CH2:19][CH2:20][CH2:21][C:22]3[C:36]4[C:35](=[C:34]([CH3:33])[CH:39]=[CH:38][CH:37]=4)[NH:40][C:23]=3[C:24]3[CH:29]=[CH:28][CH:27]=[CH:26][CH:25]=3)[CH2:14][CH2:13]2)[CH:7]=1)=[O:4], predict the reactants needed to synthesize it. The reactants are: [CH3:1][CH:2]([CH3:31])[C:3]([NH:5][C:6]1[CH:11]=[CH:10][CH:9]=[C:8]([CH:12]2[CH2:17][CH2:16][N:15]([CH2:18][CH2:19][CH2:20][CH2:21][CH2:22][C:23](=O)[C:24]3[CH:29]=[CH:28][CH:27]=[CH:26][CH:25]=3)[CH2:14][CH2:13]2)[CH:7]=1)=[O:4].Cl.[CH3:33][C:34]1[CH:39]=[CH:38][CH:37]=[CH:36][C:35]=1[NH:40]N. (3) The reactants are: [CH3:1][C:2]1[CH:3]=[C:4]([C:11]([OH:13])=O)[S:5][C:6]=1[CH:7]=[C:8]([CH3:10])[CH3:9].C([O:21][C:22]1[C:31]([CH3:32])=[CH:30][C:25]([C:26]([NH:28][NH2:29])=O)=[CH:24][C:23]=1[CH2:33][CH3:34])C1C=CC=CC=1. Given the product [CH2:33]([C:23]1[CH:24]=[C:25]([C:26]2[O:13][C:11]([C:4]3[S:5][C:6]([CH2:7][CH:8]([CH3:9])[CH3:10])=[C:2]([CH3:1])[CH:3]=3)=[N:29][N:28]=2)[CH:30]=[C:31]([CH3:32])[C:22]=1[OH:21])[CH3:34], predict the reactants needed to synthesize it. (4) The reactants are: [N:1]1([CH2:6][CH2:7][NH:8][C:9]2[N:14]=[C:13]([C:15]3[S:19][C:18]4[C:20]([C:24]5[CH:29]=[C:28]([F:30])[CH:27]=[CH:26][C:25]=5C(=O)C)=[CH:21][CH:22]=[CH:23][C:17]=4[CH:16]=3)[C:12]([F:34])=[CH:11][N:10]=2)[CH:5]=[CH:4][N:3]=[N:2]1.C[C:36](C)(C)[C:37]([OH:39])=O.[CH3:42][NH:43][CH2:44][CH2:45]O.C([BH3-])#N. Given the product [NH3:1].[N:1]1([CH2:6][CH2:7][NH:8][C:9]2[N:14]=[C:13]([C:15]3[S:19][C:18]4[C:20]([C:24]5[CH:29]=[C:28]([F:30])[CH:27]=[CH:26][C:25]=5[CH:44]([N:43]([CH3:42])[CH2:36][CH2:37][OH:39])[CH3:45])=[CH:21][CH:22]=[CH:23][C:17]=4[CH:16]=3)[C:12]([F:34])=[CH:11][N:10]=2)[CH:5]=[CH:4][N:3]=[N:2]1, predict the reactants needed to synthesize it. (5) Given the product [CH2:1]([O:3][C:4]([C:6]1[N:7]=[C:8]([N:22]2[CH2:27][CH2:26][CH:25]([O:28][C:31](=[O:32])[C:30]([F:35])([F:34])[F:29])[CH2:24][CH2:23]2)[N:9]([CH3:21])[C:10](=[O:20])[C:11]=1[OH:12])=[O:5])[CH3:2], predict the reactants needed to synthesize it. The reactants are: [CH2:1]([O:3][C:4]([C:6]1[N:7]=[C:8]([N:22]2[CH2:27][CH2:26][CH:25]([OH:28])[CH2:24][CH2:23]2)[N:9]([CH3:21])[C:10](=[O:20])[C:11]=1[O:12]CC1C=CC=CC=1)=[O:5])[CH3:2].[F:29][C:30]([F:35])([F:34])[C:31](O)=[O:32]. (6) Given the product [CH2:18]([O:17][C:15]([CH2:14][CH2:13][C:10]1[S:9][C:8]([C:6]([OH:7])=[O:5])=[CH:12][CH:11]=1)=[O:16])[CH3:19], predict the reactants needed to synthesize it. The reactants are: C([O:5][C:6]([C:8]1[S:9][C:10]([CH2:13][CH2:14][C:15]([O:17][CH2:18][CH3:19])=[O:16])=[CH:11][CH:12]=1)=[O:7])(C)(C)C.FC(F)(F)C(O)=O. (7) Given the product [Cl:1][C:2]1[C:7]([C:13]2[CH:18]=[CH:17][CH:16]=[CH:15][CH:14]=2)=[CH:6][N:5]=[C:4]([S:9][CH3:10])[N:3]=1, predict the reactants needed to synthesize it. The reactants are: [Cl:1][C:2]1[C:7](I)=[CH:6][N:5]=[C:4]([S:9][CH3:10])[N:3]=1.OB(O)[C:13]1[CH:18]=[CH:17][CH:16]=[CH:15][CH:14]=1. (8) Given the product [C:1]([N:4]1[C:13]2[C:8](=[CH:9][C:10]([C:14]#[N:15])=[CH:11][CH:12]=2)[C@H:7]([NH:16][C:17]2[N:18]=[C:19]([O:23][CH2:24][CH2:25][NH:26][C:37](=[O:39])[CH3:38])[CH:20]=[CH:21][CH:22]=2)[C@@H:6]([CH3:27])[C@@H:5]1[CH:28]1[CH2:30][CH2:29]1)(=[O:3])[CH3:2], predict the reactants needed to synthesize it. The reactants are: [C:1]([N:4]1[C:13]2[C:8](=[CH:9][C:10]([C:14]#[N:15])=[CH:11][CH:12]=2)[C@H:7]([NH:16][C:17]2[CH:22]=[CH:21][CH:20]=[C:19]([O:23][CH2:24][CH2:25][NH2:26])[N:18]=2)[C@@H:6]([CH3:27])[C@@H:5]1[CH:28]1[CH2:30][CH2:29]1)(=[O:3])[CH3:2].N1C=CC=CC=1.[C:37](Cl)(=[O:39])[CH3:38].